From a dataset of Forward reaction prediction with 1.9M reactions from USPTO patents (1976-2016). Predict the product of the given reaction. (1) Given the reactants [CH:1]1([O:6][C:7]2[C:12]([O:13][CH3:14])=[CH:11][N:10]=[C:9]([CH2:15][OH:16])[CH:8]=2)[CH2:5][CH2:4][CH2:3][CH2:2]1, predict the reaction product. The product is: [CH:1]1([O:6][C:7]2[C:12]([O:13][CH3:14])=[CH:11][N:10]=[C:9]([CH:15]=[O:16])[CH:8]=2)[CH2:2][CH2:3][CH2:4][CH2:5]1. (2) Given the reactants [CH:1]1[C:10]2[C:5](=[CH:6][CH:7]=[CH:8][CH:9]=2)[CH:4]=[CH:3][C:2]=1[CH:11]([N:13](Cl)[CH:14]1[CH2:16][CH2:15]1)[CH3:12].[C:18]([O:22][C:23]([N:25]1[CH2:30][CH2:29][O:28][C@@H:27]([C:31](O)=[O:32])[CH2:26]1)=[O:24])([CH3:21])([CH3:20])[CH3:19].ON1C2C=CC=CC=2N=N1.C(N(C(C)C)CC)(C)C.Cl.C(N=C=NCCCN(C)C)C.C(=O)([O-])O.[Na+], predict the reaction product. The product is: [CH:14]1([N:13]([CH:11]([C:2]2[CH:3]=[CH:4][C:5]3[C:10](=[CH:9][CH:8]=[CH:7][CH:6]=3)[CH:1]=2)[CH3:12])[C:31]([C@@H:27]2[O:28][CH2:29][CH2:30][N:25]([C:23]([O:22][C:18]([CH3:21])([CH3:20])[CH3:19])=[O:24])[CH2:26]2)=[O:32])[CH2:16][CH2:15]1. (3) Given the reactants [Cl:1][C:2]1[CH:3]=[C:4]([CH:7]=[C:8]([O:10][C:11]2[C:16](=[O:17])[N:15]([CH2:18][C:19]3[C:20]([O:29][CH3:30])=[N:21][C:22](S(C)(=O)=O)=[N:23][CH:24]=3)[CH:14]=[N:13][C:12]=2[C:31]([F:34])([F:33])[F:32])[CH:9]=1)[C:5]#[N:6].C[Mg+].[Br-].[CH2:38](OCC)C, predict the reaction product. The product is: [Cl:1][C:2]1[CH:3]=[C:4]([CH:7]=[C:8]([O:10][C:11]2[C:16](=[O:17])[N:15]([CH2:18][C:19]3[C:20]([O:29][CH3:30])=[N:21][C:22]([CH3:38])=[N:23][CH:24]=3)[CH:14]=[N:13][C:12]=2[C:31]([F:34])([F:33])[F:32])[CH:9]=1)[C:5]#[N:6]. (4) Given the reactants [C:1]1([CH:8]=[CH:7][CH:6]=[C:4]([OH:5])[CH:3]=1)[OH:2].[CH3:9][C:10]1([CH3:18])[CH2:15][CH:14]([CH3:16])[CH2:13][CH:12](O)[CH2:11]1.C1(P(C2C=CC=CC=2)C2C=CC=CC=2)C=CC=CC=1.N(C(OC(C)C)=O)=NC(OC(C)C)=O, predict the reaction product. The product is: [CH3:9][C:10]1([CH3:18])[CH2:15][CH:14]([CH3:16])[CH2:13][CH:12]([O:2][C:1]2[CH:3]=[C:4]([OH:5])[CH:6]=[CH:7][CH:8]=2)[CH2:11]1. (5) The product is: [Cl:1][C:2]1[N:7]=[CH:6][C:5]([CH2:8][O:9][C:14]2[CH:13]=[C:12]([O:11][CH3:10])[CH:17]=[C:16]([O:18][CH3:19])[CH:15]=2)=[CH:4][N:3]=1. Given the reactants [Cl:1][C:2]1[N:7]=[CH:6][C:5]([CH2:8][OH:9])=[CH:4][N:3]=1.[CH3:10][O:11][C:12]1[CH:13]=[C:14](O)[CH:15]=[C:16]([O:18][CH3:19])[CH:17]=1.C(P(CCCC)CCCC)CCC.N(C(N1CCCCC1)=O)=NC(N1CCCCC1)=O, predict the reaction product. (6) Given the reactants [N:1]1[CH:6]=[CH:5][CH:4]=[CH:3][C:2]=1[CH:7]=[N:8][C@@H:9]1[CH2:14][CH2:13][CH2:12][CH2:11][C@H:10]1[N:15]=[CH:16][C:17]1[CH:22]=[CH:21][CH:20]=[CH:19][N:18]=1.[Fe:23]([Cl:25])[Cl:24], predict the reaction product. The product is: [Fe:23]([Cl:25])[Cl:24].[N:1]1[CH:6]=[CH:5][CH:4]=[CH:3][C:2]=1[CH:7]=[N:8][C@@H:9]1[CH2:14][CH2:13][CH2:12][CH2:11][C@H:10]1[N:15]=[CH:16][C:17]1[CH:22]=[CH:21][CH:20]=[CH:19][N:18]=1.